Dataset: Reaction yield outcomes from USPTO patents with 853,638 reactions. Task: Predict the reaction yield, written as a fraction of the theoretical maximum amount of product (1.0 means a 100% yield; for example, 0.34 means a 34% yield). (1) The reactants are [O:1]1[C:5]2[CH:6]=[CH:7][C:8]([C:10]3([C:13]([NH:15][C:16]4[CH:17]=[C:18]5[C:22](=[CH:23][CH:24]=4)[NH:21][C:20]([C:25]([CH3:28])([CH3:27])[CH3:26])=[C:19]5[CH:29]=O)=[O:14])[CH2:12][CH2:11]3)=[CH:9][C:4]=2[O:3][CH2:2]1.Cl.[NH2:32][OH:33]. The catalyst is ClCCl. The product is [O:1]1[C:5]2[CH:6]=[CH:7][C:8]([C:10]3([C:13]([NH:15][C:16]4[CH:17]=[C:18]5[C:22](=[CH:23][CH:24]=4)[NH:21][C:20]([C:25]([CH3:28])([CH3:26])[CH3:27])=[C:19]5/[CH:29]=[N:32]\[OH:33])=[O:14])[CH2:12][CH2:11]3)=[CH:9][C:4]=2[O:3][CH2:2]1. The yield is 0.770. (2) The reactants are ClC1C=CC2SC=C(CN3CCN(C4SC(C(O)=O)=C(C)N=4)C3=O)C=2C=1.[CH3:27][C:28]1[N:29]=[C:30]([N:36]2[CH2:40][CH2:39][N:38]([CH2:41][C:42]3[C:43]([CH3:53])=[N:44][O:45][C:46]=3[C:47]3[CH:52]=[CH:51][CH:50]=[CH:49][CH:48]=3)[C:37]2=[O:54])[S:31][C:32]=1[C:33](O)=[O:34].[NH2:55][CH2:56][C:57]1[CH:58]=[N:59][CH:60]=[CH:61][CH:62]=1. No catalyst specified. The product is [CH3:27][C:28]1[N:29]=[C:30]([N:36]2[CH2:40][CH2:39][N:38]([CH2:41][C:42]3[C:43]([CH3:53])=[N:44][O:45][C:46]=3[C:47]3[CH:52]=[CH:51][CH:50]=[CH:49][CH:48]=3)[C:37]2=[O:54])[S:31][C:32]=1[C:33]([NH:55][CH2:56][C:57]1[CH:58]=[N:59][CH:60]=[CH:61][CH:62]=1)=[O:34]. The yield is 0.500. (3) The reactants are [CH2:1]([O:5][C:6]1[CH:7]=[C:8]([CH:12]([C:26]([O:28][C:29]([CH3:32])([CH3:31])[CH3:30])=[O:27])[CH2:13][NH:14][CH:15]([CH2:21][O:22]C(=O)C)[C:16]([N:18]([CH3:20])[CH3:19])=[O:17])[CH:9]=[CH:10][CH:11]=1)[CH2:2][CH2:3][CH3:4]. The catalyst is [NH4+].[OH-].CO. The product is [CH2:1]([O:5][C:6]1[CH:7]=[C:8]([CH:12]([C:26]([O:28][C:29]([CH3:30])([CH3:32])[CH3:31])=[O:27])[CH2:13][NH:14][CH:15]([CH2:21][OH:22])[C:16]([N:18]([CH3:19])[CH3:20])=[O:17])[CH:9]=[CH:10][CH:11]=1)[CH2:2][CH2:3][CH3:4]. The yield is 0.660. (4) The reactants are [C:1]12([C:11]3[CH:21]=[CH:20][C:14]([O:15][CH2:16][C:17](O)=[O:18])=[CH:13][CH:12]=3)[CH2:10][CH:5]3[CH2:6][CH:7]([CH2:9][CH:3]([CH2:4]3)[CH2:2]1)[CH2:8]2.C(Cl)(=O)C(Cl)=O.[CH3:28][O:29][C:30](=[O:39])[C:31]1[CH:36]=[CH:35][C:34]([OH:37])=[C:33]([NH2:38])[CH:32]=1.N1C=CC=CC=1. The yield is 0.841. The product is [CH3:28][O:29][C:30](=[O:39])[C:31]1[CH:36]=[CH:35][C:34]([OH:37])=[C:33]([NH:38][C:17](=[O:18])[CH2:16][O:15][C:14]2[CH:13]=[CH:12][C:11]([C:1]34[CH2:10][CH:5]5[CH2:4][CH:3]([CH2:9][CH:7]([CH2:6]5)[CH2:8]3)[CH2:2]4)=[CH:21][CH:20]=2)[CH:32]=1. The catalyst is C1COCC1.CN(C=O)C. (5) The reactants are Cl.[O:2]=[C:3]1[CH:8]([N:9]2[C:17](=[O:18])[C:16]3[C:11](=[CH:12][CH:13]=[CH:14][C:15]=3[CH2:19][NH:20][CH3:21])[C:10]2=[O:22])[CH2:7][CH2:6][C:5](=[O:23])[NH:4]1.[C:24]([N:28]=[C:29]=[O:30])([CH3:27])([CH3:26])[CH3:25].C(N(C(C)C)CC)(C)C.Cl. The catalyst is C(Cl)Cl.O. The product is [C:24]([NH:28][C:29](=[O:30])[N:20]([CH2:19][C:15]1[CH:14]=[CH:13][CH:12]=[C:11]2[C:16]=1[C:17](=[O:18])[N:9]([CH:8]1[CH2:7][CH2:6][C:5](=[O:23])[NH:4][C:3]1=[O:2])[C:10]2=[O:22])[CH3:21])([CH3:27])([CH3:26])[CH3:25]. The yield is 0.760. (6) The reactants are [Br:1][C:2]1[CH:10]=[C:9]2[C:5]([CH:6]=[CH:7][NH:8]2)=[CH:4][CH:3]=1.ClS([N:15]=[C:16]=O)(=O)=O. The catalyst is CN(C=O)C. The product is [Br:1][C:2]1[CH:10]=[C:9]2[C:5]([C:6]([C:16]#[N:15])=[CH:7][NH:8]2)=[CH:4][CH:3]=1. The yield is 1.00. (7) The reactants are [CH2:1]([C:5]1[C:9]([CH2:10][O:11][C:12]2[CH:20]=[CH:19][C:15]([C:16]([OH:18])=O)=[CH:14][N:13]=2)=[C:8]([CH3:21])[O:7][N:6]=1)[CH2:2][CH2:3][CH3:4].[CH3:22][CH:23]([NH2:28])[C:24]([F:27])([F:26])[F:25]. No catalyst specified. The product is [CH2:1]([C:5]1[C:9]([CH2:10][O:11][C:12]2[CH:20]=[CH:19][C:15]([C:16]([NH:28][C@@H:23]([CH3:22])[C:24]([F:27])([F:26])[F:25])=[O:18])=[CH:14][N:13]=2)=[C:8]([CH3:21])[O:7][N:6]=1)[CH2:2][CH2:3][CH3:4]. The yield is 0.610. (8) The reactants are [NH2:1][CH2:2][CH2:3][N:4]1[C:8]2[CH:9]=[CH:10][C:11]([C:13]([N:15]3[CH:20]4[CH2:21][CH2:22][CH:16]3[CH2:17][CH:18]([OH:23])[CH2:19]4)=[O:14])=[CH:12][C:7]=2[N:6]=[CH:5]1.CCN(C(C)C)C(C)C.[O:33]=[S:34]1(=[O:43])[CH2:39][CH2:38][N:37]([C:40](Cl)=[O:41])[CH2:36][CH2:35]1. The catalyst is C1COCC1. The product is [OH:23][CH:18]1[CH2:19][CH:20]2[N:15]([C:13]([C:11]3[CH:10]=[CH:9][C:8]4[N:4]([CH2:3][CH2:2][NH:1][C:40]([N:37]5[CH2:38][CH2:39][S:34](=[O:43])(=[O:33])[CH2:35][CH2:36]5)=[O:41])[CH:5]=[N:6][C:7]=4[CH:12]=3)=[O:14])[CH:16]([CH2:22][CH2:21]2)[CH2:17]1. The yield is 0.0230. (9) The reactants are [CH2:1]([N:8]1[C:16]2[C:11](=[CH:12][CH:13]=[CH:14][CH:15]=2)[C@:10]2([CH2:18][C@H:17]2[C:19]2[CH:27]=[C:26]3[C:22]([CH:23]=[N:24][N:25]3[CH2:28][C:29]3[CH:34]=[CH:33][CH:32]=[CH:31][CH:30]=3)=[CH:21][CH:20]=2)[C:9]1=[O:35])[C:2]1[CH:7]=[CH:6][CH:5]=[CH:4][CH:3]=1.CS(O[C@@H](C1C=C2C(C=NN2CC2C=CC=CC=2)=CC=1)COS(C)(=O)=O)(=O)=O.C(N1C2C(=CC([F:80])=CC=2)CC1=O)C1C=CC=CC=1. No catalyst specified. The product is [CH2:1]([N:8]1[C:16]2[C:11](=[CH:12][C:13]([F:80])=[CH:14][CH:15]=2)[C@:10]2([CH2:18][C@H:17]2[C:19]2[CH:27]=[C:26]3[C:22]([CH:23]=[N:24][N:25]3[CH2:28][C:29]3[CH:34]=[CH:33][CH:32]=[CH:31][CH:30]=3)=[CH:21][CH:20]=2)[C:9]1=[O:35])[C:2]1[CH:7]=[CH:6][CH:5]=[CH:4][CH:3]=1. The yield is 0.630.